Predict the reaction yield, written as a fraction of the theoretical maximum amount of product (1.0 means a 100% yield; for example, 0.34 means a 34% yield). From a dataset of Reaction yield outcomes from USPTO patents with 853,638 reactions. (1) The reactants are [CH2:1]([O:3][C:4](=[O:18])[C:5]1[CH:10]=[C:9]([N+:11]([O-:13])=[O:12])[CH:8]=[C:7]([N+:14]([O-:16])=[O:15])[C:6]=1[CH3:17])[CH3:2].CO[CH:21]([N:24]([CH3:26])[CH3:25])OC. The catalyst is CN(C=O)C. The product is [CH2:1]([O:3][C:4](=[O:18])[C:5]1[CH:10]=[C:9]([N+:11]([O-:13])=[O:12])[CH:8]=[C:7]([N+:14]([O-:16])=[O:15])[C:6]=1[CH:17]=[CH:21][N:24]([CH3:26])[CH3:25])[CH3:2]. The yield is 0.480. (2) The reactants are [NH2:1][C:2]1[CH:36]=[CH:35][C:5]([O:6][C:7]2[CH:12]=[CH:11][N:10]=[C:9]3[CH:13]=[C:14]([C:16]4[N:17]([CH3:34])[C:18]([CH2:21][N:22]([CH2:30][CH2:31][O:32][CH3:33])[C:23](=[O:29])[O:24][C:25]([CH3:28])([CH3:27])[CH3:26])=[CH:19][N:20]=4)[S:15][C:8]=23)=[C:4]([F:37])[CH:3]=1.[N:38]([CH:41]([CH3:43])[CH3:42])=[C:39]=[O:40].CC(=O)OCC.CCCCCC. The catalyst is CO.CC(=O)OCC. The product is [F:37][C:4]1[CH:3]=[C:2]([NH:1][C:39]([NH:38][CH:41]([CH3:43])[CH3:42])=[O:40])[CH:36]=[CH:35][C:5]=1[O:6][C:7]1[CH:12]=[CH:11][N:10]=[C:9]2[CH:13]=[C:14]([C:16]3[N:17]([CH3:34])[C:18]([CH2:21][N:22]([CH2:30][CH2:31][O:32][CH3:33])[C:23](=[O:29])[O:24][C:25]([CH3:28])([CH3:27])[CH3:26])=[CH:19][N:20]=3)[S:15][C:8]=12. The yield is 0.646.